This data is from Reaction yield outcomes from USPTO patents with 853,638 reactions. The task is: Predict the reaction yield, written as a fraction of the theoretical maximum amount of product (1.0 means a 100% yield; for example, 0.34 means a 34% yield). (1) The product is [F:1][C:2]1[CH:7]=[CH:6][CH:5]=[CH:4][C:3]=1[C:8]1[C:13]([C:14]#[N:15])=[C:12]([C:16]2[CH:21]=[CH:20][C:19]([O:22][CH3:23])=[CH:18][CH:17]=2)[N:11]=[C:10]2[NH:24][N:25]=[C:26]([CH3:27])[C:9]=12. The reactants are [F:1][C:2]1[CH:7]=[CH:6][CH:5]=[CH:4][C:3]=1[CH:8]1[C:13]([C:14]#[N:15])=[C:12]([C:16]2[CH:21]=[CH:20][C:19]([O:22][CH3:23])=[CH:18][CH:17]=2)[NH:11][C:10]2[NH:24][N:25]=[C:26]([CH3:27])[C:9]1=2. The catalyst is ClCCl.CO.[O-2].[Mn+2]. The yield is 0.920. (2) The reactants are Cl.[C:2]1([C:8]2[C:16](C(O)=O)=[C:11]3[CH:12]=[CH:13][CH:14]=[CH:15][N:10]3[N:9]=2)[CH:7]=[CH:6][CH:5]=[CH:4][CH:3]=1. The catalyst is O. The product is [C:2]1([C:8]2[CH:16]=[C:11]3[CH:12]=[CH:13][CH:14]=[CH:15][N:10]3[N:9]=2)[CH:3]=[CH:4][CH:5]=[CH:6][CH:7]=1. The yield is 1.18. (3) The reactants are [Cl:1][C:2]1[CH:8]=[CH:7][CH:6]=[C:5]([CH3:9])[C:3]=1[NH2:4].N1C=CC=CC=1.[CH2:16]([O:18][CH:19]=[CH:20][C:21](Cl)=[O:22])[CH3:17].Cl. The catalyst is C1COCC1.O. The product is [Cl:1][C:2]1[CH:8]=[CH:7][CH:6]=[C:5]([CH3:9])[C:3]=1[NH:4][C:21](=[O:22])/[CH:20]=[CH:19]/[O:18][CH2:16][CH3:17]. The yield is 0.736. (4) The reactants are [CH2:1]([N:13]1[C:21]2[C:16]3[C:17](=[CH:23][CH:24]=[CH:25][C:15]=3[C:14]1=[O:26])[C:18](Br)=[CH:19][CH:20]=2)[CH2:2][CH2:3][CH2:4][CH2:5][CH2:6][CH2:7][CH2:8][CH2:9][CH2:10][CH2:11][CH3:12].C(N(C(C)C)CC)(C)C.[CH3:36][C:37]1([CH3:44])[C:41]([CH3:43])([CH3:42])[O:40][BH:39][O:38]1.[B]1OC(C)(C)C(C)(C)O1. The catalyst is O.CCOCC.Cl[Pd](Cl)([P](C1C=CC=CC=1)(C1C=CC=CC=1)C1C=CC=CC=1)[P](C1C=CC=CC=1)(C1C=CC=CC=1)C1C=CC=CC=1.O1CCOCC1. The product is [CH2:1]([N:13]1[C:21]2[C:16]3[C:17](=[CH:23][CH:24]=[CH:25][C:15]=3[C:14]1=[O:26])[C:18]([B:39]1[O:40][C:41]([CH3:43])([CH3:42])[C:37]([CH3:44])([CH3:36])[O:38]1)=[CH:19][CH:20]=2)[CH2:2][CH2:3][CH2:4][CH2:5][CH2:6][CH2:7][CH2:8][CH2:9][CH2:10][CH2:11][CH3:12]. The yield is 0.770. (5) The reactants are [NH2:1][C:2]1[CH:7]=[C:6]([O:8][C:9]2[C:14]([F:15])=[CH:13][C:12]([NH:16][C:17]([C:19]3[C:20](=[O:32])[N:21]([C:26]4[CH:31]=[CH:30][CH:29]=[CH:28][CH:27]=4)[N:22]([CH3:25])[C:23]=3[CH3:24])=[O:18])=[C:11]([F:33])[CH:10]=2)[CH:5]=[CH:4][N:3]=1.CCN(CC)CC.[C:41](Cl)(=O)[O:42]C1C=CC=CC=1.[NH:51]1[CH2:56][CH2:55][O:54][CH2:53][CH2:52]1. The catalyst is C1COCC1. The product is [CH3:25][N:22]1[C:23]([CH3:24])=[C:19]([C:17]([NH:16][C:12]2[C:11]([F:33])=[CH:10][C:9]([O:8][C:6]3[CH:5]=[CH:4][N:3]=[C:2]([NH:1][C:41]([N:51]4[CH2:56][CH2:55][O:54][CH2:53][CH2:52]4)=[O:42])[CH:7]=3)=[C:14]([F:15])[CH:13]=2)=[O:18])[C:20](=[O:32])[N:21]1[C:26]1[CH:27]=[CH:28][CH:29]=[CH:30][CH:31]=1. The yield is 0.210. (6) The yield is 0.440. The catalyst is C(C1C=CN=C(C2C=C(C(C)(C)C)C=CN=2)C=1)(C)(C)C. The reactants are [Br:1][C:2]1[CH:3]=[C:4]([CH:7]=[CH:8][CH:9]=1)[C:5]#[N:6].[CH3:10][C:11]1([CH3:27])[C:15]([CH3:17])([CH3:16])[O:14][B:13]([B:13]2[O:14][C:15]([CH3:17])([CH3:16])[C:11]([CH3:27])([CH3:10])[O:12]2)[O:12]1.O1CCCC1. The product is [Br:1][C:2]1[CH:3]=[C:4]([CH:7]=[C:8]([B:13]2[O:14][C:15]([CH3:17])([CH3:16])[C:11]([CH3:27])([CH3:10])[O:12]2)[CH:9]=1)[C:5]#[N:6]. (7) The reactants are C([N:8]1[CH2:14][C:13]2[CH:15]=[C:16]([O:19][CH3:20])[CH:17]=[CH:18][C:12]=2[NH:11][C:10](=[O:21])[CH2:9]1)C1C=CC=CC=1.Cl[C:23]([O:25][CH2:26][C:27]1[CH:32]=[CH:31][CH:30]=[CH:29][CH:28]=1)=[O:24]. The catalyst is ClCCl. The product is [CH2:26]([O:25][C:23]([N:8]1[CH2:14][C:13]2[CH:15]=[C:16]([O:19][CH3:20])[CH:17]=[CH:18][C:12]=2[NH:11][C:10](=[O:21])[CH2:9]1)=[O:24])[C:27]1[CH:32]=[CH:31][CH:30]=[CH:29][CH:28]=1. The yield is 0.930.